Dataset: Peptide-MHC class I binding affinity with 185,985 pairs from IEDB/IMGT. Task: Regression. Given a peptide amino acid sequence and an MHC pseudo amino acid sequence, predict their binding affinity value. This is MHC class I binding data. (1) The peptide sequence is RRARSLSAERY. The MHC is HLA-B54:01 with pseudo-sequence HLA-B54:01. The binding affinity (normalized) is 0.0464. (2) The peptide sequence is WYVNHTGFNV. The MHC is HLA-A26:01 with pseudo-sequence HLA-A26:01. The binding affinity (normalized) is 0.